Dataset: Full USPTO retrosynthesis dataset with 1.9M reactions from patents (1976-2016). Task: Predict the reactants needed to synthesize the given product. (1) Given the product [C:19]([C:22]1[CH:26]=[C:25]([C:27]([NH:1][CH2:2][CH2:3][N:4]2[CH:8]=[CH:7][C:6]([C:9]3[CH:16]=[CH:15][C:12]([C:13]#[N:14])=[C:11]([C:17]#[N:18])[CH:10]=3)=[N:5]2)=[O:28])[NH:24][N:23]=1)(=[O:21])[CH3:20], predict the reactants needed to synthesize it. The reactants are: [NH2:1][CH2:2][CH2:3][N:4]1[CH:8]=[CH:7][C:6]([C:9]2[CH:10]=[C:11]([C:17]#[N:18])[C:12](=[CH:15][CH:16]=2)[C:13]#[N:14])=[N:5]1.[C:19]([C:22]1[CH:26]=[C:25]([C:27](O)=[O:28])[NH:24][N:23]=1)(=[O:21])[CH3:20]. (2) Given the product [CH:46]1[CH:45]=[CH:44][C:42]([NH:43][C:4](/[CH:5]=[N:6]/[OH:23])=[O:12])=[CH:41][CH:40]=1, predict the reactants needed to synthesize it. The reactants are: BrC1C=CC=C2C=1[C:4](=[O:12])[C:5](=O)[NH:6]2.BrC1C=C2C(C(=O)C(=[O:23])N2)=CC=1.[H-].O=CC(Cl)(Cl)Cl.[O-]S([O-])(=O)=O.[Na+].[Na+].Br[C:40]1[CH:41]=[C:42]([CH:44]=[CH:45][CH:46]=1)[NH2:43].Cl. (3) Given the product [O:11]1[C:10]2[CH:9]=[CH:8][C:5]([CH2:6][NH:15][CH2:13][CH3:14])=[CH:4][C:3]=2[O:2][CH2:1][CH2:12]1, predict the reactants needed to synthesize it. The reactants are: [CH2:1]1[CH2:12][O:11][C:10]2[CH:9]=[CH:8][C:5]([CH:6]=O)=[CH:4][C:3]=2[O:2]1.[CH2:13]([NH2:15])[CH3:14].[BH4-].[Na+].Cl. (4) Given the product [F:22][C:23]1[CH:24]=[CH:25][C:26]([CH2:27][NH:28][C:29](=[O:30])[C:31]2[CH:36]=[CH:35][C:34]([S:37]([N:9]3[C:10]4=[N:11][CH:12]=[CH:13][CH:14]=[C:15]4[C:7]([C:1]4[CH:2]=[CH:3][CH:4]=[CH:5][CH:6]=4)=[CH:8]3)(=[O:38])=[O:39])=[CH:33][CH:32]=2)=[CH:41][CH:42]=1, predict the reactants needed to synthesize it. The reactants are: [C:1]1([C:7]2[C:15]3[C:10](=[N:11][CH:12]=[CH:13][CH:14]=3)[NH:9][CH:8]=2)[CH:6]=[CH:5][CH:4]=[CH:3][CH:2]=1.CC(C)([O-])C.[K+].[F:22][C:23]1[CH:42]=[CH:41][C:26]([CH2:27][NH:28][C:29]([C:31]2[CH:36]=[CH:35][C:34]([S:37](Cl)(=[O:39])=[O:38])=[CH:33][CH:32]=2)=[O:30])=[CH:25][CH:24]=1. (5) Given the product [C:1]1([S:7]([N:10]2[CH2:15][CH2:14][CH:13]([CH2:16][C:17]3[CH:18]=[CH:19][C:20]([NH:23][C:30]4[NH:34][CH2:33][CH2:32][N:31]=4)=[CH:21][CH:22]=3)[CH2:12][CH2:11]2)(=[O:8])=[O:9])[CH:6]=[CH:5][CH:4]=[CH:3][CH:2]=1, predict the reactants needed to synthesize it. The reactants are: [C:1]1([S:7]([N:10]2[CH2:15][CH2:14][CH:13]([CH2:16][C:17]3[CH:22]=[CH:21][C:20]([NH2:23])=[CH:19][CH:18]=3)[CH2:12][CH2:11]2)(=[O:9])=[O:8])[CH:6]=[CH:5][CH:4]=[CH:3][CH:2]=1.S(O)(O)(=O)=O.Cl[C:30]1[NH:31][CH2:32][CH2:33][N:34]=1. (6) Given the product [CH3:1][S:2]([N:5]1[CH2:9][CH2:8][C@H:7]([NH:10][C:11]2[CH:16]=[CH:15][C:14]([NH2:17])=[CH:13][CH:12]=2)[CH2:6]1)(=[O:4])=[O:3], predict the reactants needed to synthesize it. The reactants are: [CH3:1][S:2]([N:5]1[CH2:9][CH2:8][C@H:7]([NH:10][C:11]2[CH:16]=[CH:15][C:14]([N+:17]([O-])=O)=[CH:13][CH:12]=2)[CH2:6]1)(=[O:4])=[O:3].[Cl-].[NH4+]. (7) Given the product [CH3:1][O:2][C:3]1[CH:4]=[C:5]([N:9]2[C:18]3[C:13](=[CH:14][C:15]([F:26])=[C:16]([N:19]4[CH2:20][CH2:21][N:22]([CH3:25])[CH2:23][CH2:24]4)[CH:17]=3)[C:12](=[O:27])[N:11]([OH:28])[C:10]2=[O:36])[CH:6]=[CH:7][CH:8]=1, predict the reactants needed to synthesize it. The reactants are: [CH3:1][O:2][C:3]1[CH:4]=[C:5]([N:9]2[C:18]3[C:13](=[CH:14][C:15]([F:26])=[C:16]([N:19]4[CH2:24][CH2:23][N:22]([CH3:25])[CH2:21][CH2:20]4)[CH:17]=3)[C:12](=[O:27])[N:11]([O:28]CC3C=CC=CC=3)[C:10]2=[O:36])[CH:6]=[CH:7][CH:8]=1. (8) Given the product [CH3:1][CH:2]([S:26]([NH2:29])(=[O:28])=[O:27])[CH2:3][CH2:4][CH2:5][CH2:6][N:7]1[C:19]2[C:18]3[CH:17]=[CH:16][C:15]([C:32]4[CH:31]=[N:30][CH:35]=[CH:34][CH:33]=4)=[CH:14][C:13]=3[N:12]=[C:11]([NH2:21])[C:10]=2[N:9]=[C:8]1[CH2:22][O:23][CH2:24][CH3:25], predict the reactants needed to synthesize it. The reactants are: [CH3:1][CH:2]([S:26]([NH2:29])(=[O:28])=[O:27])[CH2:3][CH2:4][CH2:5][CH2:6][N:7]1[C:19]2[C:18]3[CH:17]=[CH:16][C:15](Br)=[CH:14][C:13]=3[N:12]=[C:11]([NH2:21])[C:10]=2[N:9]=[C:8]1[CH2:22][O:23][CH2:24][CH3:25].[N:30]1[CH:35]=[CH:34][CH:33]=[C:32](B(O)O)[CH:31]=1. (9) Given the product [N+:6]([C:9]1[CH:10]=[C:11]([C:15]2[CH:24]=[CH:23][CH:22]=[C:21]3[C:16]=2[CH:17]=[CH:18][N+:19]([O-:3])=[CH:20]3)[CH:12]=[CH:13][CH:14]=1)([O-:8])=[O:7], predict the reactants needed to synthesize it. The reactants are: C(OO)(=[O:3])C.[N+:6]([C:9]1[CH:10]=[C:11]([C:15]2[CH:24]=[CH:23][CH:22]=[C:21]3[C:16]=2[CH:17]=[CH:18][N:19]=[CH:20]3)[CH:12]=[CH:13][CH:14]=1)([O-:8])=[O:7].